This data is from Full USPTO retrosynthesis dataset with 1.9M reactions from patents (1976-2016). The task is: Predict the reactants needed to synthesize the given product. (1) Given the product [C:12]([C:11]([C:6]1[CH:7]=[CH:8][C:9](=[O:10])[N:4]([CH:1]([CH3:3])[CH3:2])[N:5]=1)=[CH:22][N:23]([CH3:25])[CH3:24])(=[O:19])[C:13]1[CH:14]=[CH:15][CH:16]=[CH:17][CH:18]=1, predict the reactants needed to synthesize it. The reactants are: [CH:1]([N:4]1[C:9](=[O:10])[CH:8]=[CH:7][C:6]([CH2:11][C:12](=[O:19])[C:13]2[CH:18]=[CH:17][CH:16]=[CH:15][CH:14]=2)=[N:5]1)([CH3:3])[CH3:2].CO[CH:22](OC)[N:23]([CH3:25])[CH3:24]. (2) The reactants are: [BH4-].[Na+].[Br:3][C:4]1[CH:5]=[C:6]([CH:9]=[C:10]([O:21][CH3:22])[C:11]=1[O:12][CH2:13][CH2:14][CH2:15][CH2:16][CH2:17][CH2:18][CH2:19][CH3:20])[CH:7]=[O:8]. Given the product [Br:3][C:4]1[CH:5]=[C:6]([CH2:7][OH:8])[CH:9]=[C:10]([O:21][CH3:22])[C:11]=1[O:12][CH2:13][CH2:14][CH2:15][CH2:16][CH2:17][CH2:18][CH2:19][CH3:20], predict the reactants needed to synthesize it.